Task: Predict the reactants needed to synthesize the given product.. Dataset: Full USPTO retrosynthesis dataset with 1.9M reactions from patents (1976-2016) Given the product [CH3:1][C:2]1[N:3]([C:8]2[CH:12]=[C:11]([CH2:21][C:20]([OH:17])=[O:22])[N:10]([CH3:16])[N:9]=2)[C:4]([CH3:7])=[CH:5][CH:6]=1, predict the reactants needed to synthesize it. The reactants are: [CH3:1][C:2]1[N:3]([C:8]2[CH:12]=[C:11](CC#N)[N:10]([CH3:16])[N:9]=2)[C:4]([CH3:7])=[CH:5][CH:6]=1.[OH-:17].[Na+].Cl.[CH2:20]([OH:22])[CH3:21].